From a dataset of Forward reaction prediction with 1.9M reactions from USPTO patents (1976-2016). Predict the product of the given reaction. (1) Given the reactants [CH3:1][C:2]([CH3:9])([C:7]#[CH:8])[C:3](OC)=[O:4].[C:10](#[N:12])[CH3:11].[H-].[Na+], predict the reaction product. The product is: [CH3:1][C:2]([CH3:9])([C:7]#[CH:8])[C:3](=[O:4])[CH2:11][C:10]#[N:12]. (2) Given the reactants [F:1][C:2]1[CH:7]=[CH:6][CH:5]=[C:4]([S:8]([CH3:11])(=[O:10])=[O:9])[C:3]=1[NH2:12].[Cl:13][C:14]1[N:19]=[C:18](Cl)[C:17]([Cl:21])=[CH:16][N:15]=1, predict the reaction product. The product is: [Cl:13][C:14]1[N:19]=[C:18]([NH:12][C:3]2[C:4]([S:8]([CH3:11])(=[O:10])=[O:9])=[CH:5][CH:6]=[CH:7][C:2]=2[F:1])[C:17]([Cl:21])=[CH:16][N:15]=1. (3) The product is: [ClH:42].[S:2]1[C:6]2[CH:7]=[CH:8][CH:9]=[CH:10][C:5]=2[C:4]([N:11]2[CH2:12][CH2:13][N:14]([CH2:17][CH2:18][C:19]3[CH:24]=[CH:23][C:22]([NH:25][C:34](=[O:41])[C:35]4[CH:40]=[CH:39][CH:38]=[CH:37][CH:36]=4)=[C:21]([CH3:26])[CH:20]=3)[CH2:15][CH2:16]2)=[N:3]1. Given the reactants Cl.[S:2]1[C:6]2[CH:7]=[CH:8][CH:9]=[CH:10][C:5]=2[C:4]([N:11]2[CH2:16][CH2:15][N:14]([CH2:17][CH2:18][C:19]3[CH:24]=[CH:23][C:22]([NH2:25])=[C:21]([CH3:26])[CH:20]=3)[CH2:13][CH2:12]2)=[N:3]1.C(N(CC)CC)C.[C:34]([Cl:42])(=[O:41])[C:35]1[CH:40]=[CH:39][CH:38]=[CH:37][CH:36]=1, predict the reaction product. (4) Given the reactants [CH3:1][O:2][C:3]1[CH:10]=[CH:9][CH:8]=[CH:7][C:4]=1[CH:5]=[O:6].C(O[CH2:15][CH:16]=[CH2:17])(=O)C.O.CCN(CC)CC.CC1C(C)=C(C)C(C)=C(C)C=1C, predict the reaction product. The product is: [CH3:1][O:2][C:3]1[CH:10]=[CH:9][CH:8]=[CH:7][C:4]=1[CH:5]([OH:6])[CH2:17][CH:16]=[CH2:15]. (5) Given the reactants [F:1][C:2]1[CH:3]=[C:4]([C:8]2[C:17]3[C:12](=[CH:13][C:14]([CH3:18])=[CH:15][CH:16]=3)[N:11]=[CH:10][CH:9]=2)[CH:5]=[CH:6][CH:7]=1.ClC1C=C(C=CC=1)C(OO)=[O:24].[OH-].[Ca+2].[OH-], predict the reaction product. The product is: [F:1][C:2]1[CH:3]=[C:4]([C:8]2[C:17]3[C:12](=[CH:13][C:14]([CH3:18])=[CH:15][CH:16]=3)[N+:11]([O-:24])=[CH:10][CH:9]=2)[CH:5]=[CH:6][CH:7]=1. (6) Given the reactants [NH2:1][C:2]1[O:6][C:5]([C:7]2[CH:12]=[CH:11][CH:10]=[CH:9][CH:8]=2)=[N:4][C:3]=1[C:13]([O:15][CH2:16][CH3:17])=[O:14].[Cl:18][C:19]([Cl:26])([Cl:25])[C:20]([N:22]=[C:23]=[O:24])=[O:21], predict the reaction product. The product is: [C:7]1([C:5]2[O:6][C:2]([NH:1][C:23]([NH:22][C:20](=[O:21])[C:19]([Cl:26])([Cl:25])[Cl:18])=[O:24])=[C:3]([C:13]([O:15][CH2:16][CH3:17])=[O:14])[N:4]=2)[CH:12]=[CH:11][CH:10]=[CH:9][CH:8]=1.